This data is from Catalyst prediction with 721,799 reactions and 888 catalyst types from USPTO. The task is: Predict which catalyst facilitates the given reaction. (1) Reactant: C[O:2][C:3]1[CH:4]=[C:5]2[C:10](=[CH:11][CH:12]=1)[CH:9]([CH2:13][C:14]([O:16][CH2:17][CH3:18])=[O:15])[CH2:8][CH2:7][CH2:6]2.B(Br)(Br)Br. Product: [OH:2][C:3]1[CH:4]=[C:5]2[C:10](=[CH:11][CH:12]=1)[CH:9]([CH2:13][C:14]([O:16][CH2:17][CH3:18])=[O:15])[CH2:8][CH2:7][CH2:6]2. The catalyst class is: 4. (2) Reactant: [Br:1][C:2]1[CH:3]=[CH:4][C:5]2[S:9][CH:8]=[C:7]([CH3:10])[C:6]=2[CH:11]=1.C[Si]([N-][Si](C)(C)C)(C)C.[Li+].CN([CH:25]=[O:26])C. The catalyst class is: 1. Product: [Br:1][C:2]1[CH:3]=[CH:4][C:5]2[S:9][C:8]([CH:25]=[O:26])=[C:7]([CH3:10])[C:6]=2[CH:11]=1.